This data is from Forward reaction prediction with 1.9M reactions from USPTO patents (1976-2016). The task is: Predict the product of the given reaction. (1) Given the reactants I[C:2]1[CH:7]=[CH:6][C:5]([I:8])=[CH:4][CH:3]=1.[CH3:9][S:10][C:11]1[NH:12][CH:13]=[C:14]([C:16]([O:18][CH2:19][CH3:20])=[O:17])[N:15]=1.OC1C=CC=C2C=1N=CC=C2.C([O-])([O-])=O.[K+].[K+], predict the reaction product. The product is: [I:8][C:5]1[CH:6]=[CH:7][C:2]([N:12]2[CH:13]=[C:14]([C:16]([O:18][CH2:19][CH3:20])=[O:17])[N:15]=[C:11]2[S:10][CH3:9])=[CH:3][CH:4]=1. (2) Given the reactants Cl.C[N:3](C)CCCN=C=NCC.[NH2:13][CH2:14][CH2:15][CH2:16][CH2:17][CH2:18][CH2:19][CH2:20][CH2:21][CH2:22][N:23]1[CH2:28][CH2:27][CH:26]([O:29][C:30](=[O:44])[NH:31][C:32]2[CH:37]=[CH:36][CH:35]=[CH:34][C:33]=2[C:38]2[CH:43]=[CH:42][CH:41]=[CH:40][CH:39]=2)[CH2:25][CH2:24]1.[Cl:45][C:46]1[CH:54]=[CH:53][C:49]([C:50](O)=[O:51])=[CH:48][C:47]=1[OH:55].O.ON1C2C=CC=CC=2N=N1, predict the reaction product. The product is: [NH3:3].[Cl:45][C:46]1[CH:54]=[CH:53][C:49]([C:50]([NH:13][CH2:14][CH2:15][CH2:16][CH2:17][CH2:18][CH2:19][CH2:20][CH2:21][CH2:22][N:23]2[CH2:28][CH2:27][CH:26]([O:29][C:30](=[O:44])[NH:31][C:32]3[CH:37]=[CH:36][CH:35]=[CH:34][C:33]=3[C:38]3[CH:43]=[CH:42][CH:41]=[CH:40][CH:39]=3)[CH2:25][CH2:24]2)=[O:51])=[CH:48][C:47]=1[OH:55]. (3) The product is: [CH3:30][NH:31][C:14]([C:11]1([C:17]2[CH:22]=[CH:21][CH:20]=[CH:19][N:18]=2)[NH:10][C:9]2[C:4]([N+:1]([O-:3])=[O:2])=[CH:5][CH:6]=[CH:7][C:8]=2[O:13][CH2:12]1)=[O:16]. Given the reactants [N+:1]([C:4]1[C:9]2[NH:10][C:11]([C:17]3[CH:22]=[CH:21][CH:20]=[CH:19][N:18]=3)([C:14]([OH:16])=O)[CH2:12][O:13][C:8]=2[CH:7]=[CH:6][CH:5]=1)([O-:3])=[O:2].F[P-](F)(F)(F)(F)F.[CH3:30][N+:31](C)=C(N(C)C)ON1C2N=CC=CC=2N=N1.C(N(CC)C(C)C)(C)C.CN.C(O)C, predict the reaction product. (4) Given the reactants C([N:8]1[CH2:15][C@@H:14]([OH:16])[CH2:13][C@H:9]1[C:10]([OH:12])=[O:11])(OC(C)(C)C)=O.S(Cl)([Cl:19])=O.[CH3:21]O, predict the reaction product. The product is: [ClH:19].[CH3:21][O:12][C:10](=[O:11])[C@@H:9]1[CH2:13][C@H:14]([OH:16])[CH2:15][NH:8]1. (5) The product is: [C:25]([O:24][C:22]([N:1]1[C:5]2[CH:6]=[CH:7][C:8]([C:10]([OH:12])=[O:11])=[CH:9][C:4]=2[N:3]=[CH:2]1)=[O:23])([CH3:28])([CH3:27])[CH3:26]. Given the reactants [N:1]1[C:5]2[CH:6]=[CH:7][C:8]([C:10]([OH:12])=[O:11])=[CH:9][C:4]=2[NH:3][CH:2]=1.C(N(C(C)C)CC)(C)C.[C:22](O[C:22]([O:24][C:25]([CH3:28])([CH3:27])[CH3:26])=[O:23])([O:24][C:25]([CH3:28])([CH3:27])[CH3:26])=[O:23], predict the reaction product. (6) Given the reactants [C:1]([OH:7])(=[O:6])[C:2]([CH3:5])([CH3:4])[CH3:3].C[Li].C.[Cl-].[Cl-].[Zn+2:13].C1COCC1, predict the reaction product. The product is: [C:1]([O-:7])(=[O:6])[C:2]([CH3:5])([CH3:4])[CH3:3].[Zn+2:13].[C:1]([O-:7])(=[O:6])[C:2]([CH3:5])([CH3:4])[CH3:3].